This data is from Full USPTO retrosynthesis dataset with 1.9M reactions from patents (1976-2016). The task is: Predict the reactants needed to synthesize the given product. (1) Given the product [NH2:1][C:2]1[N:7]=[CH:6][N:5]=[C:4]2[N:8]([CH:12]3[CH2:17][CH2:16][CH2:15][N:14]([C:18]([O:20][C:21]([CH3:24])([CH3:23])[CH3:22])=[O:19])[CH2:13]3)[N:9]=[C:10]([C:32]3[CH:31]=[CH:30][C:29]([O:28][C:27]4[CH:38]=[CH:39][CH:40]=[CH:41][C:26]=4[F:25])=[CH:34][CH:33]=3)[C:3]=12, predict the reactants needed to synthesize it. The reactants are: [NH2:1][C:2]1[N:7]=[CH:6][N:5]=[C:4]2[N:8]([CH:12]3[CH2:17][CH2:16][CH2:15][N:14]([C:18]([O:20][C:21]([CH3:24])([CH3:23])[CH3:22])=[O:19])[CH2:13]3)[N:9]=[C:10](I)[C:3]=12.[F:25][C:26]1[CH:41]=[CH:40][CH:39]=[CH:38][C:27]=1[O:28][C:29]1[CH:34]=[CH:33][C:32](B(O)O)=[CH:31][CH:30]=1.C(=O)([O-])[O-].[Na+].[Na+]. (2) Given the product [C:19]([C:20]1[CH:15]=[CH:14][C:13](=[O:17])[NH:25][C:21]=1[O:22][CH2:23][CH3:24])(=[O:18])[C:26]1[CH:31]=[CH:30][CH:29]=[CH:28][CH:27]=1, predict the reactants needed to synthesize it. The reactants are: N1(C(N2C=CN=C2)=O)C=CN=C1.[C:13]([OH:17])(=O)[C:14]#[CH:15].[O:18]=[C:19]([C:26]1[CH:31]=[CH:30][CH:29]=[CH:28][CH:27]=1)[CH2:20][C:21](=[NH:25])[O:22][CH2:23][CH3:24].C(OCC)(=O)C. (3) Given the product [CH3:11][O:7][C:6](=[O:8])[C:5]1[CH:9]=[CH:10][C:2]([Cl:1])=[N:3][CH:4]=1, predict the reactants needed to synthesize it. The reactants are: [Cl:1][C:2]1[CH:10]=[CH:9][C:5]([C:6]([OH:8])=[O:7])=[CH:4][N:3]=1.[CH3:11][Si](C=[N+]=[N-])(C)C.CC(O)=O.